From a dataset of Full USPTO retrosynthesis dataset with 1.9M reactions from patents (1976-2016). Predict the reactants needed to synthesize the given product. Given the product [F:1][C:2]1[CH:29]=[CH:28][C:5]([CH2:6][NH:7][C:8]([C:10]2([CH2:23][CH2:24][CH2:25][CH2:26][N:36]3[C@H:35]([CH3:37])[CH2:34][N:33]([C:38]4[N:47]=[CH:46][C:45]5[C:40](=[CH:41][CH:42]=[CH:43][CH:44]=5)[N:39]=4)[CH2:32][C@@H:31]3[CH3:30])[C:22]3[CH:21]=[CH:20][CH:19]=[CH:18][C:17]=3[C:16]3[C:11]2=[CH:12][CH:13]=[CH:14][CH:15]=3)=[O:9])=[CH:4][CH:3]=1, predict the reactants needed to synthesize it. The reactants are: [F:1][C:2]1[CH:29]=[CH:28][C:5]([CH2:6][NH:7][C:8]([C:10]2([CH2:23][CH2:24][CH2:25][CH2:26]Br)[C:22]3[CH:21]=[CH:20][CH:19]=[CH:18][C:17]=3[C:16]3[C:11]2=[CH:12][CH:13]=[CH:14][CH:15]=3)=[O:9])=[CH:4][CH:3]=1.[CH3:30][C@H:31]1[NH:36][C@@H:35]([CH3:37])[CH2:34][N:33]([C:38]2[N:47]=[CH:46][C:45]3[C:40](=[CH:41][CH:42]=[CH:43][CH:44]=3)[N:39]=2)[CH2:32]1.